This data is from Reaction yield outcomes from USPTO patents with 853,638 reactions. The task is: Predict the reaction yield, written as a fraction of the theoretical maximum amount of product (1.0 means a 100% yield; for example, 0.34 means a 34% yield). (1) The reactants are [I:1][C:2]1[C:6]([C:7]([O:9][CH2:10][CH3:11])=[O:8])=[CH:5][NH:4][N:3]=1.[O:12]1[CH:17]=[CH:16][CH2:15][CH2:14][CH2:13]1.CC1C=CC(S(O)(=O)=O)=CC=1. The yield is 0.910. The product is [I:1][C:2]1[C:6]([C:7]([O:9][CH2:10][CH3:11])=[O:8])=[CH:5][N:4]([CH:13]2[CH2:14][CH2:15][CH2:16][CH2:17][O:12]2)[N:3]=1. The catalyst is C1COCC1. (2) The reactants are [C:1]([C:3]1[C:4]([C:9]2[CH:14]=[CH:13][CH:12]=[CH:11][CH:10]=2)=[N:5][O:6][C:7]=1[CH3:8])#[CH:2].[Cl:15][C:16]1[CH:21]=[CH:20][CH:19]=[C:18](I)[N:17]=1. No catalyst specified. The product is [Cl:15][C:16]1[CH:21]=[CH:20][CH:19]=[C:18]([C:2]#[C:1][C:3]2[C:4]([C:9]3[CH:14]=[CH:13][CH:12]=[CH:11][CH:10]=3)=[N:5][O:6][C:7]=2[CH3:8])[N:17]=1. The yield is 0.870. (3) The reactants are Br[C:2]([CH3:9])([CH3:8])[C:3]([O:5][CH2:6][CH3:7])=[O:4].[C:10]([O-:13])(=[S:12])[CH3:11].[K+]. The catalyst is CN(C=O)C. The product is [CH2:6]([O:5][C:3](=[O:4])[C:2]([S:12][C:10](=[O:13])[CH3:11])([CH3:9])[CH3:8])[CH3:7]. The yield is 0.730.